Dataset: Full USPTO retrosynthesis dataset with 1.9M reactions from patents (1976-2016). Task: Predict the reactants needed to synthesize the given product. (1) Given the product [CH2:25]([O:1][C@H:2]1[CH2:7][CH2:6][CH2:5][C@@H:4]([O:8][CH2:9][C:10]2[CH:19]=[CH:18][CH:17]=[C:16]([CH3:20])[C:11]=2[C:12]([O:14][CH3:15])=[O:13])[CH2:3]1)[CH:24]=[CH2:23], predict the reactants needed to synthesize it. The reactants are: [OH:1][C@H:2]1[CH2:7][CH2:6][CH2:5][C@@H:4]([O:8][CH2:9][C:10]2[CH:19]=[CH:18][CH:17]=[C:16]([CH3:20])[C:11]=2[C:12]([O:14][CH3:15])=[O:13])[CH2:3]1.[H-].[Na+].[CH2:23](Br)[CH:24]=[CH2:25].C(OCC)(=O)C. (2) Given the product [CH2:27]([N:12]([CH2:11][C:5]1[CH:6]=[CH:7][C:8]([O:9][CH3:10])=[C:3]([O:2][CH3:1])[CH:4]=1)[S:14]([C:17]1[CH:26]=[CH:25][C:20]([C:21]([OH:23])=[O:22])=[CH:19][CH:18]=1)(=[O:16])=[O:15])[C:28]1[CH:33]=[CH:32][CH:31]=[CH:30][CH:29]=1, predict the reactants needed to synthesize it. The reactants are: [CH3:1][O:2][C:3]1[CH:4]=[C:5]([CH2:11][NH2:12])[CH:6]=[CH:7][C:8]=1[O:9][CH3:10].Cl[S:14]([C:17]1[CH:26]=[CH:25][C:20]([C:21]([O:23]C)=[O:22])=[CH:19][CH:18]=1)(=[O:16])=[O:15].[CH2:27](Cl)[C:28]1[CH:33]=[CH:32][CH:31]=[CH:30][CH:29]=1. (3) Given the product [Cl:1][C:2]1[CH:7]=[CH:6][C:5]([C@H:8]2[C@@H:12]([C:13]3[CH:14]=[CH:15][C:16]([Cl:19])=[CH:17][CH:18]=3)[N:11]([C:20]([N:42]3[CH2:41][CH2:40][N:39]([CH2:38][CH2:37][S:34]([CH3:33])(=[O:35])=[O:36])[CH2:44][CH2:43]3)=[O:21])[C:10]([C:23]3[S:24][CH:25]=[CH:26][C:27]=3[O:28][CH2:29][CH3:30])=[N:9]2)=[CH:4][CH:3]=1, predict the reactants needed to synthesize it. The reactants are: [Cl:1][C:2]1[CH:7]=[CH:6][C:5]([C@H:8]2[C@@H:12]([C:13]3[CH:18]=[CH:17][C:16]([Cl:19])=[CH:15][CH:14]=3)[N:11]([C:20](Cl)=[O:21])[C:10]([C:23]3[S:24][CH:25]=[CH:26][C:27]=3[O:28][CH2:29][CH3:30])=[N:9]2)=[CH:4][CH:3]=1.Cl.Cl.[CH3:33][S:34]([CH2:37][CH2:38][N:39]1[CH2:44][CH2:43][NH:42][CH2:41][CH2:40]1)(=[O:36])=[O:35]. (4) Given the product [N+:18]([O-:20])([O:17][CH2:16][CH:15]([O:21][N+:22]([O-:24])=[O:23])[CH2:14][C:13]([CH3:26])([CH3:25])[CH2:12][CH2:11][OH:10])=[O:19], predict the reactants needed to synthesize it. The reactants are: [N+](C1C=CC(C([O:10][CH2:11][CH2:12][C:13]([CH3:26])([CH3:25])[CH2:14][CH:15]([O:21][N+:22]([O-:24])=[O:23])[CH2:16][O:17][N+:18]([O-:20])=[O:19])=O)=CC=1)([O-])=O.[OH-].[Na+]. (5) Given the product [Br:1][C:2]1[CH:9]=[CH:8][C:5]([CH2:6][O:7][Si:10]([C:13]([CH3:16])([CH3:15])[CH3:14])([CH3:12])[CH3:11])=[CH:4][CH:3]=1, predict the reactants needed to synthesize it. The reactants are: [Br:1][C:2]1[CH:9]=[CH:8][C:5]([CH2:6][OH:7])=[CH:4][CH:3]=1.[Si:10](Cl)([C:13]([CH3:16])([CH3:15])[CH3:14])([CH3:12])[CH3:11].N1C=CN=C1. (6) Given the product [NH2:1][C:4]1[CH:5]=[C:6]([NH:15][C:16]([C:18]2[CH:23]=[CH:22][C:21]([C:24]3[CH:25]=[CH:26][CH:27]=[CH:28][CH:29]=3)=[CH:20][CH:19]=2)=[O:17])[CH:7]=[CH:8][C:9]=1[O:10][C:11]([F:13])([F:14])[F:12], predict the reactants needed to synthesize it. The reactants are: [N+:1]([C:4]1[CH:5]=[C:6]([NH:15][C:16]([C:18]2[CH:23]=[CH:22][C:21]([C:24]3[CH:29]=[CH:28][CH:27]=[CH:26][CH:25]=3)=[CH:20][CH:19]=2)=[O:17])[CH:7]=[CH:8][C:9]=1[O:10][C:11]([F:14])([F:13])[F:12])([O-])=O. (7) The reactants are: [O:1]1[CH:5]=[CH:4][CH:3]=[C:2]1[C:6]1[N:7]=[C:8]([NH:17][C:18]([C:20]2[CH:25]=[CH:24][N:23]=[CH:22][CH:21]=2)=[O:19])[S:9][C:10]=1[C:11](=[O:16])N(OC)C.[CH2:26]([Mg]Br)[CH3:27].[Cl-].[NH4+]. Given the product [O:1]1[CH:5]=[CH:4][CH:3]=[C:2]1[C:6]1[N:7]=[C:8]([NH:17][C:18]([C:20]2[CH:21]=[CH:22][N:23]=[CH:24][CH:25]=2)=[O:19])[S:9][C:10]=1[C:11](=[O:16])[CH2:26][CH3:27], predict the reactants needed to synthesize it. (8) The reactants are: [C:1](Cl)(=[O:9])[O:2][C:3]1[CH:8]=[CH:7][CH:6]=[CH:5][CH:4]=1.N1C=CC=CC=1.[CH3:17][N:18]1[CH:22]=[C:21]([NH2:23])[CH:20]=[N:19]1. Given the product [CH3:17][N:18]1[CH:22]=[C:21]([NH:23][C:1](=[O:9])[O:2][C:3]2[CH:8]=[CH:7][CH:6]=[CH:5][CH:4]=2)[CH:20]=[N:19]1, predict the reactants needed to synthesize it. (9) Given the product [CH3:43][O:42][C:27]1[CH:26]=[C:25]2[C:30]([C:21]([NH:1][C:2]3[CH:19]=[CH:18][C:5]4[N:6]=[C:7]([NH:9][C:10](=[O:17])[C:11]5[CH:16]=[CH:15][CH:14]=[CH:13][CH:12]=5)[S:8][C:4]=4[CH:3]=3)=[N:22][CH:23]=[N:24]2)=[CH:29][C:28]=1[O:31][CH2:32][CH2:33][CH2:34][N:35]1[CH2:36][CH2:37][N:38]([CH3:41])[CH2:39][CH2:40]1, predict the reactants needed to synthesize it. The reactants are: [NH2:1][C:2]1[CH:19]=[CH:18][C:5]2[N:6]=[C:7]([NH:9][C:10](=[O:17])[C:11]3[CH:16]=[CH:15][CH:14]=[CH:13][CH:12]=3)[S:8][C:4]=2[CH:3]=1.Cl[C:21]1[C:30]2[C:25](=[CH:26][C:27]([O:42][CH3:43])=[C:28]([O:31][CH2:32][CH2:33][CH2:34][N:35]3[CH2:40][CH2:39][N:38]([CH3:41])[CH2:37][CH2:36]3)[CH:29]=2)[N:24]=[CH:23][N:22]=1.Cl.C(=O)([O-])O.[Na+].